The task is: Predict the product of the given reaction.. This data is from Forward reaction prediction with 1.9M reactions from USPTO patents (1976-2016). Given the reactants [F:1][C:2]1[CH:7]=[C:6]([F:8])[CH:5]=[CH:4][C:3]=1B(O)O.Br[C:13]1[CH:18]=[CH:17][C:16]([Br:19])=[CH:15][N:14]=1.C(=O)([O-])[O-].[Na+].[Na+].CO, predict the reaction product. The product is: [F:1][C:2]1[CH:7]=[C:6]([F:8])[CH:5]=[CH:4][C:3]=1[C:13]1[CH:18]=[CH:17][C:16]([Br:19])=[CH:15][N:14]=1.